This data is from NCI-60 drug combinations with 297,098 pairs across 59 cell lines. The task is: Regression. Given two drug SMILES strings and cell line genomic features, predict the synergy score measuring deviation from expected non-interaction effect. (1) Cell line: ACHN. Synergy scores: CSS=25.9, Synergy_ZIP=0.0896, Synergy_Bliss=0.759, Synergy_Loewe=1.43, Synergy_HSA=3.23. Drug 2: C1=CC(=CC=C1CCC2=CNC3=C2C(=O)NC(=N3)N)C(=O)NC(CCC(=O)O)C(=O)O. Drug 1: C1CC(=O)NC(=O)C1N2CC3=C(C2=O)C=CC=C3N. (2) Drug 1: CCC1(CC2CC(C3=C(CCN(C2)C1)C4=CC=CC=C4N3)(C5=C(C=C6C(=C5)C78CCN9C7C(C=CC9)(C(C(C8N6C=O)(C(=O)OC)O)OC(=O)C)CC)OC)C(=O)OC)O.OS(=O)(=O)O. Drug 2: CC(C)CN1C=NC2=C1C3=CC=CC=C3N=C2N. Cell line: BT-549. Synergy scores: CSS=8.94, Synergy_ZIP=-3.91, Synergy_Bliss=-3.08, Synergy_Loewe=-13.0, Synergy_HSA=-5.09.